The task is: Predict which catalyst facilitates the given reaction.. This data is from Catalyst prediction with 721,799 reactions and 888 catalyst types from USPTO. (1) Reactant: F[C:2]1[CH:3]=[CH:4][C:5]([N+:14]([O-:16])=[O:15])=[C:6]([N:8]2[CH2:13][CH2:12][CH2:11][CH2:10][CH2:9]2)[CH:7]=1.[CH3:17][NH2:18]. Product: [CH3:17][NH:18][C:2]1[CH:3]=[CH:4][C:5]([N+:14]([O-:16])=[O:15])=[C:6]([N:8]2[CH2:13][CH2:12][CH2:11][CH2:10][CH2:9]2)[CH:7]=1. The catalyst class is: 5. (2) Reactant: [CH2:1]([N:8]1[CH:13]2[CH2:14][CH2:15][CH:9]1[CH2:10][C:11](=O)[CH2:12]2)[C:2]1[CH:7]=[CH:6][CH:5]=[CH:4][CH:3]=1.Cl.[NH2:18][OH:19].[OH-].[Na+]. Product: [CH2:1]([N:8]1[CH:13]2[CH2:14][CH2:15][CH:9]1[CH2:10][C:11](=[N:18][OH:19])[CH2:12]2)[C:2]1[CH:7]=[CH:6][CH:5]=[CH:4][CH:3]=1. The catalyst class is: 40. (3) Reactant: [CH:1]1[CH:2]=[CH:3][C:4]2[S:15][C:14]3[CH:13]=[CH:12][CH:11]=[CH:10][C:9]=3[N:8]=[C:7]([N:16]3[CH2:21][CH2:20][N:19]([CH2:22][CH2:23][O:24][CH2:25][CH2:26][OH:27])[CH2:18][CH2:17]3)[C:5]=2[CH:6]=1.[C:28]1([CH3:55])[CH:33]=[CH:32][C:31]([C:34]([C@@:36]([C:52]([OH:54])=[O:53])([OH:51])[C@@:37]([C:42]([C:44]2[CH:49]=[CH:48][C:47]([CH3:50])=[CH:46][CH:45]=2)=[O:43])([OH:41])[C:38]([OH:40])=[O:39])=[O:35])=[CH:30][CH:29]=1. Product: [CH:1]1[CH:2]=[CH:3][C:4]2[S:15][C:14]3[CH:13]=[CH:12][CH:11]=[CH:10][C:9]=3[N:8]=[C:7]([N:16]3[CH2:21][CH2:20][N:19]([CH2:22][CH2:23][O:24][CH2:25][CH2:26][OH:27])[CH2:18][CH2:17]3)[C:5]=2[CH:6]=1.[C:28]1([CH3:55])[CH:33]=[CH:32][C:31]([C:34]([C@@:36]([C:52]([O-:54])=[O:53])([OH:51])[C@@:37]([C:42]([C:44]2[CH:45]=[CH:46][C:47]([CH3:50])=[CH:48][CH:49]=2)=[O:43])([OH:41])[C:38]([O-:40])=[O:39])=[O:35])=[CH:30][CH:29]=1. The catalyst class is: 21.